This data is from Peptide-MHC class I binding affinity with 185,985 pairs from IEDB/IMGT. The task is: Regression. Given a peptide amino acid sequence and an MHC pseudo amino acid sequence, predict their binding affinity value. This is MHC class I binding data. (1) The peptide sequence is RTPKKAKANT. The MHC is Mamu-A01 with pseudo-sequence Mamu-A01. The binding affinity (normalized) is 0. (2) The peptide sequence is MKITRPRHF. The MHC is HLA-B15:03 with pseudo-sequence HLA-B15:03. The binding affinity (normalized) is 0.996.